From a dataset of Full USPTO retrosynthesis dataset with 1.9M reactions from patents (1976-2016). Predict the reactants needed to synthesize the given product. (1) Given the product [F:12][CH2:11][CH2:10][N:4]1[CH:3]=[C:2]([I:1])[CH:6]=[N:5]1, predict the reactants needed to synthesize it. The reactants are: [I:1][C:2]1[CH:3]=[N:4][NH:5][CH:6]=1.[H-].[Na+].I[CH2:10][CH2:11][F:12]. (2) Given the product [CH3:9][N:8]([CH2:10][C:11]1[CH:12]=[C:13]([CH2:14][OH:15])[CH:18]=[CH:19][C:20]=1[O:21][C:22]1[CH:27]=[CH:26][C:25]([C:28]([F:29])([F:31])[F:30])=[CH:24][CH:23]=1)[CH3:7], predict the reactants needed to synthesize it. The reactants are: [H-].[Al+3].[Li+].[H-].[H-].[H-].[CH3:7][N:8]([CH2:10][C:11]1[CH:12]=[C:13]([CH:18]=[CH:19][C:20]=1[O:21][C:22]1[CH:27]=[CH:26][C:25]([C:28]([F:31])([F:30])[F:29])=[CH:24][CH:23]=1)[C:14](OC)=[O:15])[CH3:9]. (3) Given the product [C:12]1([NH:11][S:8]([C:5]2[CH:6]=[CH:7][C:2]([NH:1][C:22]([NH:48][CH2:47][C:43]3[CH:42]=[N:41][CH:46]=[CH:45][CH:44]=3)=[O:23])=[CH:3][CH:4]=2)(=[O:10])=[O:9])[C:21]2[C:16](=[CH:17][CH:18]=[CH:19][CH:20]=2)[CH:15]=[CH:14][CH:13]=1, predict the reactants needed to synthesize it. The reactants are: [NH2:1][C:2]1[CH:7]=[CH:6][C:5]([S:8]([NH:11][C:12]2[C:21]3[C:16](=[CH:17][CH:18]=[CH:19][CH:20]=3)[CH:15]=[CH:14][CH:13]=2)(=[O:10])=[O:9])=[CH:4][CH:3]=1.[C:22](Cl)(=O)[O:23]C1C=CC([N+]([O-])=O)=CC=1.N1C=CC=CC=1.[N:41]1[CH:46]=[CH:45][CH:44]=[C:43]([CH2:47][NH2:48])[CH:42]=1. (4) The reactants are: Cl[C:2]1[C:3]2[CH:10]=[CH:9][NH:8][C:4]=2[N:5]=[C-:6][N:7]=1.[CH3:11][NH:12][CH:13]1[CH2:28][C@@H:16]2[CH2:17][N:18]([C:21]([O:23][C:24]([CH3:27])([CH3:26])[CH3:25])=[O:22])[CH2:19][CH2:20][C@@H:15]2[CH2:14]1.C(=O)([O-])[O-].[K+].[K+]. Given the product [CH3:11][N:12]([C:2]1[C:3]2[CH:10]=[CH:9][NH:8][C:4]=2[N:5]=[CH:6][N:7]=1)[CH:13]1[CH2:28][C@H:16]2[CH2:17][N:18]([C:21]([O:23][C:24]([CH3:26])([CH3:25])[CH3:27])=[O:22])[CH2:19][CH2:20][C@H:15]2[CH2:14]1, predict the reactants needed to synthesize it. (5) Given the product [NH2:17][CH2:16][C:14]1[CH:13]=[CH:12][C:11]([CH2:18][N:19]([CH2:30][C:31]2[C:36]([CH3:37])=[CH:35][CH:34]=[CH:33][N:32]=2)[CH:20]2[C:29]3[N:28]=[CH:27][CH:26]=[CH:25][C:24]=3[CH2:23][CH2:22][CH2:21]2)=[C:10]([CH2:9][OH:8])[CH:15]=1, predict the reactants needed to synthesize it. The reactants are: [H-].[H-].[H-].[H-].[Li+].[Al+3].C[O:8][C:9](=O)[C:10]1[CH:15]=[C:14]([C:16]#[N:17])[CH:13]=[CH:12][C:11]=1[CH2:18][N:19]([CH2:30][C:31]1[C:36]([CH3:37])=[CH:35][CH:34]=[CH:33][N:32]=1)[CH:20]1[C:29]2[N:28]=[CH:27][CH:26]=[CH:25][C:24]=2[CH2:23][CH2:22][CH2:21]1.C(C(C(C([O-])=O)O)O)([O-])=O.[K+].[Na+].